Dataset: NCI-60 drug combinations with 297,098 pairs across 59 cell lines. Task: Regression. Given two drug SMILES strings and cell line genomic features, predict the synergy score measuring deviation from expected non-interaction effect. (1) Drug 1: CC12CCC(CC1=CCC3C2CCC4(C3CC=C4C5=CN=CC=C5)C)O. Drug 2: C1CN1P(=S)(N2CC2)N3CC3. Cell line: UACC-257. Synergy scores: CSS=1.50, Synergy_ZIP=-2.29, Synergy_Bliss=-5.89, Synergy_Loewe=-5.88, Synergy_HSA=-5.85. (2) Drug 1: C1CC(C1)(C(=O)O)C(=O)O.[NH2-].[NH2-].[Pt+2]. Drug 2: C(CN)CNCCSP(=O)(O)O. Cell line: SK-MEL-5. Synergy scores: CSS=23.7, Synergy_ZIP=-7.42, Synergy_Bliss=-2.06, Synergy_Loewe=-31.5, Synergy_HSA=-1.76. (3) Drug 1: C1CC(C1)(C(=O)O)C(=O)O.[NH2-].[NH2-].[Pt+2]. Drug 2: C(=O)(N)NO. Cell line: 786-0. Synergy scores: CSS=6.12, Synergy_ZIP=1.88, Synergy_Bliss=8.08, Synergy_Loewe=4.92, Synergy_HSA=4.83. (4) Drug 1: CN1C(=O)N2C=NC(=C2N=N1)C(=O)N. Drug 2: C1CC(=O)NC(=O)C1N2C(=O)C3=CC=CC=C3C2=O. Cell line: ACHN. Synergy scores: CSS=-2.63, Synergy_ZIP=3.03, Synergy_Bliss=3.98, Synergy_Loewe=-1.44, Synergy_HSA=-1.17. (5) Drug 1: CN1CCC(CC1)COC2=C(C=C3C(=C2)N=CN=C3NC4=C(C=C(C=C4)Br)F)OC. Drug 2: CC(CN1CC(=O)NC(=O)C1)N2CC(=O)NC(=O)C2. Cell line: LOX IMVI. Synergy scores: CSS=36.8, Synergy_ZIP=-8.36, Synergy_Bliss=1.30, Synergy_Loewe=3.42, Synergy_HSA=4.17. (6) Drug 1: C(=O)(N)NO. Drug 2: CCCCCOC(=O)NC1=NC(=O)N(C=C1F)C2C(C(C(O2)C)O)O. Cell line: CAKI-1. Synergy scores: CSS=1.96, Synergy_ZIP=-1.50, Synergy_Bliss=-2.18, Synergy_Loewe=-0.917, Synergy_HSA=-1.98. (7) Synergy scores: CSS=1.19, Synergy_ZIP=-0.950, Synergy_Bliss=2.68, Synergy_Loewe=0.827, Synergy_HSA=2.18. Drug 2: C1C(C(OC1N2C=NC(=NC2=O)N)CO)O. Cell line: U251. Drug 1: C(=O)(N)NO. (8) Drug 1: CCC1=C2CN3C(=CC4=C(C3=O)COC(=O)C4(CC)O)C2=NC5=C1C=C(C=C5)O. Synergy scores: CSS=69.8, Synergy_ZIP=-4.41, Synergy_Bliss=-7.24, Synergy_Loewe=-5.28, Synergy_HSA=-3.36. Drug 2: CN(CC1=CN=C2C(=N1)C(=NC(=N2)N)N)C3=CC=C(C=C3)C(=O)NC(CCC(=O)O)C(=O)O. Cell line: HCT-15. (9) Drug 2: CCC1(CC2CC(C3=C(CCN(C2)C1)C4=CC=CC=C4N3)(C5=C(C=C6C(=C5)C78CCN9C7C(C=CC9)(C(C(C8N6C)(C(=O)OC)O)OC(=O)C)CC)OC)C(=O)OC)O.OS(=O)(=O)O. Cell line: SN12C. Drug 1: C(=O)(N)NO. Synergy scores: CSS=4.48, Synergy_ZIP=-3.10, Synergy_Bliss=-2.67, Synergy_Loewe=1.98, Synergy_HSA=-0.263.